This data is from Forward reaction prediction with 1.9M reactions from USPTO patents (1976-2016). The task is: Predict the product of the given reaction. (1) Given the reactants [CH2:1]([O:5][CH2:6][CH2:7][O:8][C:9]1[CH:14]=[CH:13][C:12]([C:15]2[CH:20]=[CH:19][C:18]([N:21]3[CH2:26][CH2:25][O:24][CH2:23][CH2:22]3)=[C:17](/[CH:27]=[CH:28]/[C:29]([O:31]CC)=[O:30])[CH:16]=2)=[CH:11][CH:10]=1)[CH2:2][CH2:3][CH3:4].[OH-].[Na+].Cl, predict the reaction product. The product is: [CH2:1]([O:5][CH2:6][CH2:7][O:8][C:9]1[CH:14]=[CH:13][C:12]([C:15]2[CH:20]=[CH:19][C:18]([N:21]3[CH2:22][CH2:23][O:24][CH2:25][CH2:26]3)=[C:17](/[CH:27]=[CH:28]/[C:29]([OH:31])=[O:30])[CH:16]=2)=[CH:11][CH:10]=1)[CH2:2][CH2:3][CH3:4]. (2) The product is: [CH3:1][S:2]([O:5][CH2:6][C@H:7]([NH:9][C:10]([O:12][C:13]([CH3:14])([CH3:16])[CH3:15])=[O:11])[CH3:8])(=[O:4])=[O:3]. Given the reactants [CH3:1][S:2]([O:5][CH2:6][C@@H:7]([NH:9][C:10]([O:12][C:13]([CH3:16])([CH3:15])[CH3:14])=[O:11])[CH3:8])(=[O:4])=[O:3].OC[C@H](NC(=O)OC(C)(C)C)C.C(N(CC)CC)C.CS(Cl)(=O)=O, predict the reaction product.